Dataset: Full USPTO retrosynthesis dataset with 1.9M reactions from patents (1976-2016). Task: Predict the reactants needed to synthesize the given product. (1) Given the product [CH2:30]([N:27]1[C:22]2=[N:23][C:24]([CH2:25][CH3:26])=[C:19]([CH2:18][NH:17][C:15](=[O:16])[C:14]3[CH:39]=[CH:40][CH:41]=[C:12]([NH:11][C:9](=[O:10])[CH2:8][CH2:7][CH2:6][CH2:5][CH2:4][CH2:3][CH2:2][N:43]([CH2:44][CH2:45][OH:46])[CH3:42])[CH:13]=3)[C:20]([NH:32][CH:33]3[CH2:38][CH2:37][O:36][CH2:35][CH2:34]3)=[C:21]2[CH:29]=[N:28]1)[CH3:31], predict the reactants needed to synthesize it. The reactants are: Br[CH2:2][CH2:3][CH2:4][CH2:5][CH2:6][CH2:7][CH2:8][C:9]([NH:11][C:12]1[CH:13]=[C:14]([CH:39]=[CH:40][CH:41]=1)[C:15]([NH:17][CH2:18][C:19]1[C:20]([NH:32][CH:33]2[CH2:38][CH2:37][O:36][CH2:35][CH2:34]2)=[C:21]2[CH:29]=[N:28][N:27]([CH2:30][CH3:31])[C:22]2=[N:23][C:24]=1[CH2:25][CH3:26])=[O:16])=[O:10].[CH3:42][NH:43][CH2:44][CH2:45][OH:46].C(N(CC)C(C)C)(C)C. (2) Given the product [C:12]([O:11][C:9]([N:16]1[CH2:26][CH2:25][CH:19]([C:20]([O:22][CH2:23][CH3:24])=[O:21])[CH2:18][CH2:17]1)=[O:10])([CH3:13])([CH3:14])[CH3:15], predict the reactants needed to synthesize it. The reactants are: [C:9](O[C:9]([O:11][C:12]([CH3:15])([CH3:14])[CH3:13])=[O:10])([O:11][C:12]([CH3:15])([CH3:14])[CH3:13])=[O:10].[NH:16]1[CH2:26][CH2:25][CH:19]([C:20]([O:22][CH2:23][CH3:24])=[O:21])[CH2:18][CH2:17]1. (3) Given the product [C:1]1([S:7]([N:10]2[C:14]3[CH:15]=[N:16][C:17]([C:26]#[N:27])=[C:18]([O:19][CH:20]4[CH2:25][CH2:24][N:23]([CH2:39][CH:40]([F:42])[F:41])[CH2:22][CH2:21]4)[C:13]=3[C:12]3[CH:28]=[C:29]([Br:32])[CH:30]=[N:31][C:11]2=3)(=[O:8])=[O:9])[CH:2]=[CH:3][CH:4]=[CH:5][CH:6]=1, predict the reactants needed to synthesize it. The reactants are: [C:1]1([S:7]([N:10]2[C:14]3[CH:15]=[N:16][C:17]([C:26]#[N:27])=[C:18]([O:19][CH:20]4[CH2:25][CH2:24][NH:23][CH2:22][CH2:21]4)[C:13]=3[C:12]3[CH:28]=[C:29]([Br:32])[CH:30]=[N:31][C:11]2=3)(=[O:9])=[O:8])[CH:6]=[CH:5][CH:4]=[CH:3][CH:2]=1.FC(F)(F)S(O[CH2:39][CH:40]([F:42])[F:41])(=O)=O.CCN(C(C)C)C(C)C. (4) Given the product [CH3:1][C:2]1[N:3]([CH2:18][C:19]2[N:20]=[CH:21][S:22][CH:23]=2)[C:4]2[C:9]([CH:10]=1)=[C:8]([C:11]([F:12])([F:14])[F:13])[C:7]([C:15]#[N:16])=[CH:6][CH:5]=2, predict the reactants needed to synthesize it. The reactants are: [CH3:1][C:2]1[NH:3][C:4]2[C:9]([CH:10]=1)=[C:8]([C:11]([F:14])([F:13])[F:12])[C:7]([C:15]#[N:16])=[CH:6][CH:5]=2.Cl[CH2:18][C:19]1[N:20]=[CH:21][S:22][CH:23]=1. (5) Given the product [C:14]([N:11]1[CH2:10][CH2:9][N:8]([CH2:7][C:6]([OH:22])=[O:5])[CH2:13][CH2:12]1)(=[O:21])[C:15]1[CH:20]=[CH:19][CH:18]=[CH:17][CH:16]=1, predict the reactants needed to synthesize it. The reactants are: CO.C([O:5][C:6](=[O:22])[CH2:7][N:8]1[CH2:13][CH2:12][N:11]([C:14](=[O:21])[C:15]2[CH:20]=[CH:19][CH:18]=[CH:17][CH:16]=2)[CH2:10][CH2:9]1)C.[OH-].[Li+].Cl.